From a dataset of HIV replication inhibition screening data with 41,000+ compounds from the AIDS Antiviral Screen. Binary Classification. Given a drug SMILES string, predict its activity (active/inactive) in a high-throughput screening assay against a specified biological target. (1) The molecule is CC(C)NCCCNc1c2ccccc2nc2cccc([N+](=O)[O-])c12. The result is 0 (inactive). (2) The molecule is O=C(CNc1cccc(Cl)c1)Nn1c(-c2ccccc2)nc2ccccc2c1=O. The result is 0 (inactive). (3) The drug is Brc1ccc(-c2ccc3nnnn3n2)s1. The result is 0 (inactive). (4) The result is 0 (inactive). The drug is COC(=O)c1ccc(-c2nc(C#N)c(N)o2)cc1. (5) The molecule is CCCCCCCCCC(=O)Oc1c2ccoc2cc2oc(=O)ccc12. The result is 0 (inactive). (6) The drug is CCCC[Sn]1(CCCC)OC(=O)c2cccnc2O1. The result is 0 (inactive). (7) The molecule is CC1=NNC(=O)C1. The result is 0 (inactive).